The task is: Regression/Classification. Given a drug SMILES string, predict its toxicity properties. Task type varies by dataset: regression for continuous values (e.g., LD50, hERG inhibition percentage) or binary classification for toxic/non-toxic outcomes (e.g., AMES mutagenicity, cardiotoxicity, hepatotoxicity). Dataset: ld50_zhu.. This data is from Acute oral toxicity (LD50) regression data from Zhu et al.. (1) The rat oral LD50 is 4.19, given as -log10 of the dose in mol/kg body weight (higher means more acutely toxic). The compound is CC(C)OP(=S)(CCl)Sc1ccc(Br)cc1. (2) The molecule is CC(OP(=O)(OCCCl)C(C)OP(=O)(CCCl)OCCCl)P(=O)(OCCCl)OCCCl. The rat oral LD50 is 2.35, given as -log10 of the dose in mol/kg body weight (higher means more acutely toxic). (3) The molecule is COC(C)N(C)N=O. The rat oral LD50 is 2.69, given as -log10 of the dose in mol/kg body weight (higher means more acutely toxic). (4) The drug is COP(N)(=S)Oc1ccccc1C(=O)OC(C)C. The rat oral LD50 is 3.76, given as -log10 of the dose in mol/kg body weight (higher means more acutely toxic). (5) The molecule is CC(C)(C)C(=O)CC#N. The rat oral LD50 is 2.65, given as -log10 of the dose in mol/kg body weight (higher means more acutely toxic). (6) The drug is O=C1C=CCC2C3CCCN4CCCC(CN12)C34. The rat oral LD50 is 3.10, given as -log10 of the dose in mol/kg body weight (higher means more acutely toxic). (7) The drug is CCCCCCc1ccc(C)cc1O. The rat oral LD50 is 1.92, given as -log10 of the dose in mol/kg body weight (higher means more acutely toxic). (8) The drug is C[Si]1(C)N[Si](C)(C)N[Si](C)(C)N1. The rat oral LD50 is 2.64, given as -log10 of the dose in mol/kg body weight (higher means more acutely toxic).